This data is from Reaction yield outcomes from USPTO patents with 853,638 reactions. The task is: Predict the reaction yield, written as a fraction of the theoretical maximum amount of product (1.0 means a 100% yield; for example, 0.34 means a 34% yield). The yield is 0.780. The reactants are [Br:1][C:2]1[CH:7]=[C:6]([C:8]([CH3:11])([CH3:10])[CH3:9])[CH:5]=[CH:4][C:3]=1[NH2:12].[N+:13]([O-])([O-:15])=[O:14].[K+]. The product is [Br:1][C:2]1[CH:7]=[C:6]([C:8]([CH3:9])([CH3:11])[CH3:10])[C:5]([N+:13]([O-:15])=[O:14])=[CH:4][C:3]=1[NH2:12]. The catalyst is OS(O)(=O)=O.